This data is from Reaction yield outcomes from USPTO patents with 853,638 reactions. The task is: Predict the reaction yield, written as a fraction of the theoretical maximum amount of product (1.0 means a 100% yield; for example, 0.34 means a 34% yield). The reactants are [CH3:1][C:2]1[C:6]2[N:7]=[CH:8][N:9]=[CH:10][C:5]=2[S:4][CH:3]=1.C1C(=O)N(Br)C(=O)C1.CC(N=NC(C#N)(C)C)(C#N)C.[I-].[K+].[C:33]([O-:36])(=[O:35])[CH3:34].[Na+]. The catalyst is C1C=CC=CC=1.CN(C=O)C. The product is [C:33]([O:36][CH2:1][C:2]1[C:6]2[N:7]=[CH:8][N:9]=[CH:10][C:5]=2[S:4][CH:3]=1)(=[O:35])[CH3:34]. The yield is 0.200.